This data is from Forward reaction prediction with 1.9M reactions from USPTO patents (1976-2016). The task is: Predict the product of the given reaction. (1) Given the reactants [Cl:1][C:2]1[N:10]=[C:9]2[C:5]([NH:6][CH:7]=[N:8]2)=[C:4]([NH2:11])[N:3]=1.C(=O)([O-])[O-].[K+].[K+].Br[CH2:19][C:20]1[CH:21]=[C:22]([CH2:26][C:27]([O:29][CH3:30])=[O:28])[CH:23]=[CH:24][CH:25]=1, predict the reaction product. The product is: [Cl:1][C:2]1[N:10]=[C:9]2[C:5]([N:6]=[CH:7][N:8]2[CH2:19][C:20]2[CH:25]=[CH:24][CH:23]=[C:22]([CH2:26][C:27]([O:29][CH3:30])=[O:28])[CH:21]=2)=[C:4]([NH2:11])[N:3]=1. (2) Given the reactants C([N:8]1[CH2:13][CH2:12][O:11][C@H:10]([O:14][CH2:15][C:16]2[CH:21]=[C:20]([C:22]([F:25])([F:24])[F:23])[CH:19]=[C:18]([C:26]([F:29])([F:28])[F:27])[CH:17]=2)[C@H:9]1[C:30]1[CH:35]=[CH:34][CH:33]=[CH:32][CH:31]=1)C1C=CC=CC=1, predict the reaction product. The product is: [F:29][C:26]([F:27])([F:28])[C:18]1[CH:17]=[C:16]([CH:21]=[C:20]([C:22]([F:23])([F:24])[F:25])[CH:19]=1)[CH2:15][O:14][C@H:10]1[O:11][CH2:12][CH2:13][NH:8][C@@H:9]1[C:30]1[CH:35]=[CH:34][CH:33]=[CH:32][CH:31]=1. (3) Given the reactants [Br:1][C:2]1[CH:7]=[CH:6][C:5]([S:8](Cl)(=[O:10])=[O:9])=[CH:4][CH:3]=1.[NH2:12][C:13]([CH3:17])([CH3:16])[CH2:14][OH:15].C(N(CC)CC)C, predict the reaction product. The product is: [Br:1][C:2]1[CH:7]=[CH:6][C:5]([S:8]([NH:12][C:13]([CH3:17])([CH3:16])[CH2:14][OH:15])(=[O:10])=[O:9])=[CH:4][CH:3]=1. (4) Given the reactants [CH3:1][C:2]1[C:7]([CH2:8][C:9]2[O:10][C:11]3[CH:17]=[CH:16][C:15]([CH2:18][C:19](O)=[O:20])=[CH:14][C:12]=3[CH:13]=2)=[CH:6][CH:5]=[CH:4][N:3]=1.C1C=CC2N(O)N=NC=2C=1.C(Cl)CCl.CCN(C(C)C)C(C)C.[Cl:45][C:46]1[CH:51]=[CH:50][C:49]([CH:52]([C:54]2[CH:59]=[CH:58][CH:57]=[CH:56][CH:55]=2)[NH2:53])=[C:48]([CH3:60])[CH:47]=1, predict the reaction product. The product is: [Cl:45][C:46]1[CH:51]=[CH:50][C:49]([CH:52]([C:54]2[CH:55]=[CH:56][CH:57]=[CH:58][CH:59]=2)[NH:53][C:19](=[O:20])[CH2:18][C:15]2[CH:16]=[CH:17][C:11]3[O:10][C:9]([CH2:8][C:7]4[C:2]([CH3:1])=[N:3][CH:4]=[CH:5][CH:6]=4)=[CH:13][C:12]=3[CH:14]=2)=[C:48]([CH3:60])[CH:47]=1. (5) Given the reactants C([O:4][C@H:5]([CH2:11][C:12]1[CH:17]=[CH:16][CH:15]=[CH:14][C:13]=1[O:18][CH:19]1[CH2:24][CH2:23][CH2:22][CH2:21][O:20]1)[C:6]([O:8][CH2:9][CH3:10])=[O:7])(=O)C.[O-]CC.[Na+], predict the reaction product. The product is: [OH:4][C@H:5]([CH2:11][C:12]1[CH:17]=[CH:16][CH:15]=[CH:14][C:13]=1[O:18][CH:19]1[CH2:24][CH2:23][CH2:22][CH2:21][O:20]1)[C:6]([O:8][CH2:9][CH3:10])=[O:7].